From a dataset of Reaction yield outcomes from USPTO patents with 853,638 reactions. Predict the reaction yield, written as a fraction of the theoretical maximum amount of product (1.0 means a 100% yield; for example, 0.34 means a 34% yield). (1) The yield is 0.290. The product is [NH2:15][C:16]1[N:21]=[C:20]([NH:22][C:23]([C:25]2[CH:30]=[CH:29][CH:28]=[CH:27][C:26]=2[F:31])=[O:24])[CH:19]=[CH:18][C:17]=1[C:6]1[N:2]([CH3:1])[N:3]=[C:4]([C:10]2[O:11][CH:12]=[CH:13][CH:14]=2)[CH:5]=1. The reactants are [CH3:1][N:2]1[C:6](B(O)O)=[CH:5][C:4]([C:10]2[O:11][CH:12]=[CH:13][CH:14]=2)=[N:3]1.[NH2:15][C:16]1[N:21]=[C:20]([NH:22][C:23]([C:25]2[CH:30]=[CH:29][CH:28]=[CH:27][C:26]=2[F:31])=[O:24])[CH:19]=[CH:18][C:17]=1Br.C([O-])([O-])=O.[Na+].[Na+]. The catalyst is C(COC)OC.CCO.C1C=CC([P]([Pd]([P](C2C=CC=CC=2)(C2C=CC=CC=2)C2C=CC=CC=2)([P](C2C=CC=CC=2)(C2C=CC=CC=2)C2C=CC=CC=2)[P](C2C=CC=CC=2)(C2C=CC=CC=2)C2C=CC=CC=2)(C2C=CC=CC=2)C2C=CC=CC=2)=CC=1. (2) The reactants are [CH:1]([C:3]1[CH:4]=[CH:5][C:6]2[N:7]([C:9]([CH2:12][NH:13][C:14](=[O:20])[O:15][C:16]([CH3:19])([CH3:18])[CH3:17])=[N:10][N:11]=2)[N:8]=1)=[O:2].[CH3:21][Mg]Br.[NH4+].[Cl-]. The catalyst is C1COCC1. The product is [OH:2][CH:1]([C:3]1[CH:4]=[CH:5][C:6]2[N:7]([C:9]([CH2:12][NH:13][C:14](=[O:20])[O:15][C:16]([CH3:17])([CH3:19])[CH3:18])=[N:10][N:11]=2)[N:8]=1)[CH3:21]. The yield is 0.955. (3) The reactants are [F:1][C:2]1[C:7]([F:8])=[C:6]([F:9])[C:5]([F:10])=[C:4]([F:11])[C:3]=1[C:12](=O)[CH3:13].[NH2:15][C:16]([NH2:18])=[S:17]. No catalyst specified. The product is [NH2:18][C:16]1[S:17][CH:13]=[C:12]([C:3]2[C:2]([F:1])=[C:7]([F:8])[C:6]([F:9])=[C:5]([F:10])[C:4]=2[F:11])[N:15]=1. The yield is 0.867. (4) The reactants are [F:1][C:2]1[CH:3]=[CH:4][C:5]([C:23]([F:26])([F:25])[F:24])=[C:6]([C@H:8]2[CH2:12][CH2:11][CH2:10][N:9]2[C:13]2[CH:18]=[CH:17][N:16]3[N:19]=[CH:20][C:21]([NH2:22])=[C:15]3[N:14]=2)[CH:7]=1.C1N=CN([C:32]([N:34]2[CH:38]=N[CH:36]=[CH:35]2)=[O:33])C=1.N1CC[C@H:41]([OH:44])C1. The catalyst is C(Cl)Cl. The product is [F:1][C:2]1[CH:3]=[CH:4][C:5]([C:23]([F:26])([F:24])[F:25])=[C:6]([C@H:8]2[CH2:12][CH2:11][CH2:10][N:9]2[C:13]2[CH:18]=[CH:17][N:16]3[N:19]=[CH:20][C:21]([NH:22][C:32]([N:34]4[CH2:35][CH2:36][C@H:41]([OH:44])[CH2:38]4)=[O:33])=[C:15]3[N:14]=2)[CH:7]=1. The yield is 0.860. (5) The reactants are [CH2:1]([O:3][C:4]([C:6]1[C:15](=[O:16])[C:14]2[C:9](=[C:10](Br)[CH:11]=[CH:12][C:13]=2[O:17][CH3:18])[NH:8][CH:7]=1)=[O:5])[CH3:2].C([O-])(=O)C.[Na+]. The catalyst is C(O)(=O)C.[Pd]. The product is [CH2:1]([O:3][C:4]([C:6]1[C:15](=[O:16])[C:14]2[C:9](=[CH:10][CH:11]=[CH:12][C:13]=2[O:17][CH3:18])[NH:8][CH:7]=1)=[O:5])[CH3:2]. The yield is 0.570.